Binary Classification. Given a miRNA mature sequence and a target amino acid sequence, predict their likelihood of interaction. From a dataset of Experimentally validated miRNA-target interactions with 360,000+ pairs, plus equal number of negative samples. (1) Result: 0 (no interaction). The protein sequence of the target gene is MTTETFVKDIKPGLKNLNLIFIVLETGRVTKTKDGHEVRTCKVADKTGSINISVWDDVGNLIQPGDIIRLTKGYASVFKGCLTLYTGRGGDLQKIGEFCMVYSEVPNFSEPNPEYSTQQAPNKAVQNDSNPSASQPTTGPSAASPASENQNGNGLSAPPGPGGGPHPPHTPSHPPSTRITRSQPNHTPAGPPGPSSNPVSNGKETRRSSKR. The miRNA is hsa-miR-2116-5p with sequence GGUUCUUAGCAUAGGAGGUCU. (2) The miRNA is mmu-miR-467f with sequence AUAUACACACACACACCUACA. The protein sequence of the target gene is MSQKSWIESTLTKRECVYIIPSSKDPHRCLPGCQICQQLVRCFCGRLVKQHACFTASLAMKYSDVKLGEHFNQAIEEWSVEKHTEQSPTDAYGVINFQGGSHSYRAKYVRLSYDTKPEIILQLLLKEWQMELPKLVISVHGGMQKFELHPRIKQLLGKGLIKAAVTTGAWILTGGVNTGVAKHVGDALKEHASRSSRKICTIGIAPWGVIENRNDLVGRDVVAPYQTLLNPLSKLNVLNNLHSHFILVDDGTVGKYGAEVRLRRELEKTINQQRIHARIGQGVPVVALIFEGGPNVILTV.... Result: 0 (no interaction). (3) The miRNA is hsa-miR-922 with sequence GCAGCAGAGAAUAGGACUACGUC. The protein sequence of the target gene is MVLDSGAQAYDQAPPSPPTSPPSLRHRLKPSDRDGPPLYPWSQSLALPLALAVPPALQPQPEQQPFSQMLLGHRGHMRRSESTYSVNSTGRRGRGTLGRPPPGRGRNPGGGTLRPAASLPHIAKTQRDAGHIASKSPCMLVALRPTNMDRERDKFFQSHYTYNPQFEYQEPMPTAVLEKYCEASGQFIHQAVGIIEAVLEKFGTYEHFEAATGGQLLTKCQIWSIVRKYMQKEGCAGEVVVQLSEDLLSQAVMMVENSRPTLAINLTGARQYWLEGMLRHEIGTHYLRGVNNARQPWHNA.... Result: 1 (interaction).